Task: Regression. Given two drug SMILES strings and cell line genomic features, predict the synergy score measuring deviation from expected non-interaction effect.. Dataset: NCI-60 drug combinations with 297,098 pairs across 59 cell lines (1) Drug 1: C1=CC(=CC=C1CC(C(=O)O)N)N(CCCl)CCCl.Cl. Drug 2: C#CCC(CC1=CN=C2C(=N1)C(=NC(=N2)N)N)C3=CC=C(C=C3)C(=O)NC(CCC(=O)O)C(=O)O. Cell line: ACHN. Synergy scores: CSS=31.5, Synergy_ZIP=0.326, Synergy_Bliss=-1.14, Synergy_Loewe=-3.02, Synergy_HSA=-1.98. (2) Drug 1: CC1=C(C(=CC=C1)Cl)NC(=O)C2=CN=C(S2)NC3=CC(=NC(=N3)C)N4CCN(CC4)CCO. Drug 2: CC1CCC2CC(C(=CC=CC=CC(CC(C(=O)C(C(C(=CC(C(=O)CC(OC(=O)C3CCCCN3C(=O)C(=O)C1(O2)O)C(C)CC4CCC(C(C4)OC)OCCO)C)C)O)OC)C)C)C)OC. Cell line: A498. Synergy scores: CSS=0.660, Synergy_ZIP=0.0450, Synergy_Bliss=-0.255, Synergy_Loewe=-1.59, Synergy_HSA=-1.25. (3) Drug 1: CC1C(C(CC(O1)OC2CC(CC3=C2C(=C4C(=C3O)C(=O)C5=C(C4=O)C(=CC=C5)OC)O)(C(=O)CO)O)N)O. Drug 2: CN1C(=O)N2C=NC(=C2N=N1)C(=O)N. Cell line: SK-OV-3. Synergy scores: CSS=46.7, Synergy_ZIP=8.42, Synergy_Bliss=5.47, Synergy_Loewe=-50.3, Synergy_HSA=1.01. (4) Drug 1: CC1=C(C(=CC=C1)Cl)NC(=O)C2=CN=C(S2)NC3=CC(=NC(=N3)C)N4CCN(CC4)CCO. Drug 2: CC1=C(C(=O)C2=C(C1=O)N3CC4C(C3(C2COC(=O)N)OC)N4)N. Cell line: NCI-H460. Synergy scores: CSS=40.7, Synergy_ZIP=6.44, Synergy_Bliss=3.19, Synergy_Loewe=-17.9, Synergy_HSA=-2.27. (5) Cell line: A549. Drug 1: C1=C(C(=O)NC(=O)N1)N(CCCl)CCCl. Drug 2: CN1C2=C(C=C(C=C2)N(CCCl)CCCl)N=C1CCCC(=O)O.Cl. Synergy scores: CSS=27.9, Synergy_ZIP=1.76, Synergy_Bliss=5.82, Synergy_Loewe=-13.8, Synergy_HSA=4.53. (6) Drug 1: C1=NC2=C(N=C(N=C2N1C3C(C(C(O3)CO)O)F)Cl)N. Drug 2: C(CN)CNCCSP(=O)(O)O. Cell line: RPMI-8226. Synergy scores: CSS=10.9, Synergy_ZIP=1.83, Synergy_Bliss=-0.116, Synergy_Loewe=13.8, Synergy_HSA=-0.458.